Dataset: Full USPTO retrosynthesis dataset with 1.9M reactions from patents (1976-2016). Task: Predict the reactants needed to synthesize the given product. (1) Given the product [CH2:1]([O:3][C:4](=[O:21])[CH2:5][CH:6]1[CH2:7][CH:8]2[CH:12]([CH2:11][C:10]3([O:18][CH2:17][C:16]([CH3:20])([CH3:19])[CH2:15][O:14]3)[CH2:9]2)[CH2:13]1)[CH3:2], predict the reactants needed to synthesize it. The reactants are: [CH2:1]([O:3][C:4](=[O:21])[CH:5]=[C:6]1[CH2:13][CH:12]2[CH:8]([CH2:9][C:10]3([O:18][CH2:17][C:16]([CH3:20])([CH3:19])[CH2:15][O:14]3)[CH2:11]2)[CH2:7]1)[CH3:2]. (2) The reactants are: C(OC([N:11]1[CH2:16][CH2:15][CH2:14][CH:13]([C:17](=[O:34])[NH:18][C:19]2[CH:24]=[C:23]([C:25]3[CH:30]=[CH:29][CH:28]=[CH:27][C:26]=3[O:31][CH3:32])[N:22]=[C:21]([CH3:33])[N:20]=2)[CH2:12]1)=O)C1C=CC=CC=1. Given the product [CH3:32][O:31][C:26]1[CH:27]=[CH:28][CH:29]=[CH:30][C:25]=1[C:23]1[N:22]=[C:21]([CH3:33])[N:20]=[C:19]([NH:18][C:17]([CH:13]2[CH2:14][CH2:15][CH2:16][NH:11][CH2:12]2)=[O:34])[CH:24]=1, predict the reactants needed to synthesize it.